Dataset: Full USPTO retrosynthesis dataset with 1.9M reactions from patents (1976-2016). Task: Predict the reactants needed to synthesize the given product. (1) The reactants are: FC(F)(F)S([O:6][S:7]([C:10]([F:13])([F:12])[F:11])(=[O:9])=[O:8])(=O)=O.[F:16][C:17]1[CH:22]=[CH:21][C:20]([C:23]2[C:28]([O:29][CH2:30][CH2:31][CH3:32])=[CH:27][C:26]([C:33]([O:35][CH2:36][CH3:37])=[O:34])=[CH:25][C:24]=2O)=[CH:19][CH:18]=1. Given the product [F:16][C:17]1[CH:18]=[CH:19][C:20]([C:23]2[C:24]([O:6][S:7]([C:10]([F:11])([F:12])[F:13])(=[O:8])=[O:9])=[CH:25][C:26]([C:33]([O:35][CH2:36][CH3:37])=[O:34])=[CH:27][C:28]=2[O:29][CH2:30][CH2:31][CH3:32])=[CH:21][CH:22]=1, predict the reactants needed to synthesize it. (2) Given the product [ClH:24].[N:1]12[CH2:2][CH2:3][C:4]([CH2:9][CH:10]3[C:18](=[O:19])[CH:17]=[C:16]4[CH:20]=[N:21][CH:22]=[CH:23][N:14]5[C:15]4=[C:11]3[CH2:12][NH:13]5)([CH2:7][CH2:8]1)[CH2:5][CH2:6]2, predict the reactants needed to synthesize it. The reactants are: [N:1]12[CH2:8][CH2:7][C:4]([CH2:9][CH:10]3[C:18](=[O:19])[CH:17]=[C:16]4[CH:20]=[N:21][CH:22]=[CH:23][N:14]5[C:15]4=[C:11]3[CH2:12][NH:13]5)([CH2:5][CH2:6]1)[CH2:3][CH2:2]2.[ClH:24]. (3) Given the product [CH2:20]([NH:23][C:24]1[C:25]2[S:47][CH2:46][CH2:45][C:26]=2[N:27]=[C:28]([N:30]2[CH2:35][CH2:34][N:33]([C:10]3[CH:9]=[CH:16][C:17]([C:18]#[N:19])=[CH:13][CH:11]=3)[CH2:32][CH2:31]2)[N:29]=1)[CH2:21][CH3:22], predict the reactants needed to synthesize it. The reactants are: N1(C2N=[C:9]([CH2:16][CH2:17][CH2:18][NH2:19])[C:10]3SC[CH2:13][C:11]=3N=2)CCNCC1.[CH2:20]([NH:23][C:24]1[C:25]2[S:47][CH2:46][CH2:45][C:26]=2[N:27]=[C:28]([N:30]2[CH2:35][CH2:34][N:33](C3C=C(C=CC=3)C(O)=O)[CH2:32][CH2:31]2)[N:29]=1)[CH2:21][CH3:22].CC1(C)C2C(=C(P(C3C=CC=CC=3)C3C=CC=CC=3)C=CC=2)OC2C(P(C3C=CC=CC=3)C3C=CC=CC=3)=CC=CC1=2.C(=O)([O-])[O-].[Cs+].[Cs+]. (4) Given the product [CH2:10]([C:7]1[N:6]([C:14]2[CH:19]=[CH:18][CH:17]=[CH:16][CH:15]=2)[N:5]=[C:4]([CH2:3][NH2:2])[C:8]=1[CH3:9])[CH:11]([CH3:13])[CH3:12], predict the reactants needed to synthesize it. The reactants are: O[NH:2][CH2:3][C:4]1[C:8]([CH3:9])=[C:7]([CH2:10][CH:11]([CH3:13])[CH3:12])[N:6]([C:14]2[CH:19]=[CH:18][CH:17]=[CH:16][CH:15]=2)[N:5]=1.[H-].[Al+3].[Li+].[H-].[H-].[H-].O.S([O-])([O-])(=O)=O.[Na+].[Na+]. (5) Given the product [Cl:2][C:3]1[C:4]2[NH:10][C:16]3[CH2:17][CH2:18][N:13]([CH3:12])[CH2:14][C:15]=3[C:5]=2[CH:6]=[C:7]([Cl:9])[CH:8]=1, predict the reactants needed to synthesize it. The reactants are: Cl.[Cl:2][C:3]1[CH:8]=[C:7]([Cl:9])[CH:6]=[CH:5][C:4]=1[NH:10]N.[CH3:12][N:13]1[CH2:18][CH2:17][C:16](=O)[CH2:15][CH2:14]1.